From a dataset of Catalyst prediction with 721,799 reactions and 888 catalyst types from USPTO. Predict which catalyst facilitates the given reaction. (1) Reactant: C(OC(=O)[NH:7][C:8]1[CH:13]=[C:12]([Cl:14])[C:11]([C:15]([F:18])([F:17])[F:16])=[CH:10][C:9]=1[NH:19][C:20](=[O:39])[CH2:21][C:22]([C:24]1[CH:29]=[CH:28][CH:27]=[C:26]([C:30]2[CH:35]=[CH:34][N:33]=[C:32]([CH:36]([CH3:38])[CH3:37])[CH:31]=2)[CH:25]=1)=O)(C)(C)C.C(O)(C(F)(F)F)=O. The catalyst class is: 2. Product: [Cl:14][C:12]1[C:11]([C:15]([F:16])([F:18])[F:17])=[CH:10][C:9]2[NH:19][C:20](=[O:39])[CH2:21][C:22]([C:24]3[CH:29]=[CH:28][CH:27]=[C:26]([C:30]4[CH:35]=[CH:34][N:33]=[C:32]([CH:36]([CH3:38])[CH3:37])[CH:31]=4)[CH:25]=3)=[N:7][C:8]=2[CH:13]=1. (2) Reactant: ClC(Cl)(O[C:5](=[O:11])OC(Cl)(Cl)Cl)Cl.[CH:13]([N:16]1[C:20]2[N:21]=[C:22]([C:31]3[CH:36]=[CH:35][C:34]([NH2:37])=[CH:33][CH:32]=3)[N:23]=[C:24]([N:25]3[CH2:30][CH2:29][O:28][CH2:27][CH2:26]3)[C:19]=2[N:18]=[N:17]1)([CH3:15])[CH3:14].CC[N:40]([CH2:43][CH3:44])CC. The catalyst class is: 2. Product: [CH3:36][C:31]1[CH:22]=[CH:44][C:43]([NH:40][C:5]([NH:37][C:34]2[CH:33]=[CH:32][C:31]([C:22]3[N:23]=[C:24]([N:25]4[CH2:30][CH2:29][O:28][CH2:27][CH2:26]4)[C:19]4[N:18]=[N:17][N:16]([CH:13]([CH3:15])[CH3:14])[C:20]=4[N:21]=3)=[CH:36][CH:35]=2)=[O:11])=[CH:33][CH:32]=1. (3) Reactant: [C:1]([OH:8])(=[O:7])[CH2:2][CH2:3][CH2:4][C:5]#[CH:6].C([O-])([O-])=O.[Cs+].[Cs+].[CH2:15](Br)[C:16]1[CH:21]=[CH:20][CH:19]=[CH:18][CH:17]=1. Product: [C:1]([O:8][CH2:15][C:16]1[CH:21]=[CH:20][CH:19]=[CH:18][CH:17]=1)(=[O:7])[CH2:2][CH2:3][CH2:4][C:5]#[CH:6]. The catalyst class is: 3. (4) Reactant: [NH2:1][C:2]1[CH:3]=[C:4]([CH:32]=[CH:33][CH:34]=1)[O:5][C:6]1[C:15]2[C:10](=[CH:11][CH:12]=[CH:13][CH:14]=2)[N:9]=[C:8]([NH:16][C:17]2[CH:22]=[CH:21][C:20]([N:23]3[CH2:28][CH2:27][N:26]([CH3:29])[CH2:25][CH2:24]3)=[CH:19][C:18]=2[O:30][CH3:31])[N:7]=1.CCN(C(C)C)C(C)C.[C:44](Cl)(=[O:47])[CH:45]=[CH2:46]. Product: [CH3:31][O:30][C:18]1[CH:19]=[C:20]([N:23]2[CH2:24][CH2:25][N:26]([CH3:29])[CH2:27][CH2:28]2)[CH:21]=[CH:22][C:17]=1[NH:16][C:8]1[N:7]=[C:6]([O:5][C:4]2[CH:3]=[C:2]([NH:1][C:44](=[O:47])[CH:45]=[CH2:46])[CH:34]=[CH:33][CH:32]=2)[C:15]2[C:10](=[CH:11][CH:12]=[CH:13][CH:14]=2)[N:9]=1. The catalyst class is: 2. (5) Reactant: [Cl:1][C:2]1[CH:3]=[C:4]([NH:8][C:9]([C:11]2[CH:15]=[N:14][O:13][N:12]=2)=O)[CH:5]=[CH:6][CH:7]=1.COC1C=CC(P2(=S)SP(C3C=CC(OC)=CC=3)(=S)[S:25]2)=CC=1. Product: [Cl:1][C:2]1[CH:3]=[C:4]([NH:8][C:9]([C:11]2[CH:15]=[N:14][O:13][N:12]=2)=[S:25])[CH:5]=[CH:6][CH:7]=1. The catalyst class is: 11. (6) Reactant: [CH3:1][NH2:2].C([N:6]1[C:10]2=[N:11][CH:12]=[CH:13][CH:14]=[C:9]2[C:8](/[CH:15]=[C:16]2\[N:17]=[C:18]([CH3:22])O[C:20]\2=[O:21])=[CH:7]1)(=O)C. Product: [CH3:22][C:18]1[N:2]([CH3:1])[C:20](=[O:21])/[C:16](=[CH:15]/[C:8]2[C:9]3[C:10](=[N:11][CH:12]=[CH:13][CH:14]=3)[NH:6][CH:7]=2)/[N:17]=1. The catalyst class is: 8. (7) Reactant: [C:1]([O:6][CH2:7][CH:8]1[O:12][N:11]=[C:10]([C:13]2[CH:18]=[CH:17][C:16]([Br:19])=[CH:15][N:14]=2)[CH2:9]1)(=[O:5])[CH2:2][CH2:3][CH3:4].P([O-])([O-])([O-])=O.[K+].[K+].[K+]. Product: [C:1]([O:6][CH2:7][C@H:8]1[O:12][N:11]=[C:10]([C:13]2[CH:18]=[CH:17][C:16]([Br:19])=[CH:15][N:14]=2)[CH2:9]1)(=[O:5])[CH2:2][CH2:3][CH3:4]. The catalyst class is: 21.